This data is from Full USPTO retrosynthesis dataset with 1.9M reactions from patents (1976-2016). The task is: Predict the reactants needed to synthesize the given product. Given the product [CH3:1][O:2][C:3]1[C:4]([C:16]([NH2:21])=[O:18])=[N:5][N:6]([CH2:8][O:9][CH2:10][CH2:11][Si:12]([CH3:15])([CH3:14])[CH3:13])[CH:7]=1, predict the reactants needed to synthesize it. The reactants are: [CH3:1][O:2][C:3]1[C:4]([C:16]([OH:18])=O)=[N:5][N:6]([CH2:8][O:9][CH2:10][CH2:11][Si:12]([CH3:15])([CH3:14])[CH3:13])[CH:7]=1.CC[N:21]=C=NCCCN(C)C.Cl.[NH4+].[Cl-].